From a dataset of Full USPTO retrosynthesis dataset with 1.9M reactions from patents (1976-2016). Predict the reactants needed to synthesize the given product. (1) Given the product [CH3:15][O:14][C:4]1[CH:3]=[C:2]([C:21]#[C:20][CH2:19][CH2:18][CH2:17][CH2:16][OH:22])[CH:7]=[CH:6][C:5]=1[N:8]1[CH:12]=[N:11][C:10]([CH3:13])=[N:9]1, predict the reactants needed to synthesize it. The reactants are: Br[C:2]1[CH:7]=[CH:6][C:5]([N:8]2[CH:12]=[N:11][C:10]([CH3:13])=[N:9]2)=[C:4]([O:14][CH3:15])[CH:3]=1.[CH2:16]([OH:22])[CH2:17][CH2:18][CH2:19][C:20]#[CH:21].C(N(CC)CC)C. (2) Given the product [CH3:1][O:2][C:3](=[O:10])[C:4]#[C:5][C:6](=[O:9])[CH2:7][CH3:8], predict the reactants needed to synthesize it. The reactants are: [CH3:1][O:2][C:3](=[O:10])[C:4]#[C:5][CH:6]([OH:9])[CH2:7][CH3:8].C([O-])(O)=O.[Na+]. (3) Given the product [NH2:2][CH2:1][C:3]1[CH:4]=[C:5]([CH:9]([CH3:29])[C:10]([NH:12][CH2:13][C:14]2[C:15]([N:24]3[CH2:28][CH2:27][CH2:26][CH2:25]3)=[N:16][C:17]([C:20]([F:23])([F:21])[F:22])=[CH:18][CH:19]=2)=[O:11])[CH:6]=[CH:7][CH:8]=1, predict the reactants needed to synthesize it. The reactants are: [C:1]([C:3]1[CH:4]=[C:5]([CH:9]([CH3:29])[C:10]([NH:12][CH2:13][C:14]2[C:15]([N:24]3[CH2:28][CH2:27][CH2:26][CH2:25]3)=[N:16][C:17]([C:20]([F:23])([F:22])[F:21])=[CH:18][CH:19]=2)=[O:11])[CH:6]=[CH:7][CH:8]=1)#[N:2].O.[BH4-].[Na+]. (4) Given the product [O:1]([C:8]1[CH:13]=[CH:12][C:11]([S:14]([Cl:25])(=[O:17])=[O:15])=[CH:10][CH:9]=1)[C:2]1[CH:7]=[CH:6][CH:5]=[CH:4][CH:3]=1, predict the reactants needed to synthesize it. The reactants are: [O:1]([C:8]1[CH:13]=[CH:12][C:11]([S:14]([OH:17])(=O)=[O:15])=[CH:10][CH:9]=1)[C:2]1[CH:7]=[CH:6][CH:5]=[CH:4][CH:3]=1.C(OCC)C.S(Cl)([Cl:25])=O. (5) The reactants are: [F:1][C:2]([F:31])([F:30])[C:3]([C:6]1[CH:11]=[CH:10][C:9]([O:12][CH2:13][CH2:14][CH2:15][O:16][C:17]2[CH:22]=[CH:21][C:20]([C:23](=[N:28][OH:29])[C:24]([F:27])([F:26])[F:25])=[CH:19][CH:18]=2)=[CH:8][CH:7]=1)=[N:4][OH:5].N1C(C)=CC=CC=1C.Cl[CH2:41][CH2:42][S:43](Cl)(=[O:45])=[O:44].Cl. Given the product [CH:42]([S:43]([OH:45])(=[O:5])=[O:44])=[CH2:41].[F:1][C:2]([F:30])([F:31])[C:3]([C:6]1[CH:7]=[CH:8][C:9]([O:12][CH2:13][CH2:14][CH2:15][O:16][C:17]2[CH:22]=[CH:21][C:20]([C:23](=[N:28][O:29][S:43]([CH:42]=[CH2:41])(=[O:45])=[O:44])[C:24]([F:27])([F:26])[F:25])=[CH:19][CH:18]=2)=[CH:10][CH:11]=1)=[N:4][OH:5], predict the reactants needed to synthesize it.